From a dataset of Retrosynthesis with 50K atom-mapped reactions and 10 reaction types from USPTO. Predict the reactants needed to synthesize the given product. (1) The reactants are: CC(C)(C)OC(=O)N1CCC(N)CC1.CS(=O)(=O)c1ccc(Br)nc1. Given the product CC(C)(C)OC(=O)N1CCC(Nc2ccc(S(C)(=O)=O)cn2)CC1, predict the reactants needed to synthesize it. (2) Given the product CCOC(=O)c1cc(Cl)c(I)c(OC)c1, predict the reactants needed to synthesize it. The reactants are: CCOC(=O)c1cc(Cl)c(N)c(OC)c1.ICI. (3) Given the product CC(C)(C)OC(=O)NCCc1ccccc1CN, predict the reactants needed to synthesize it. The reactants are: CC(C)(C)OC(=O)NCCc1ccccc1CNC(=O)OCc1ccccc1.